The task is: Predict the product of the given reaction.. This data is from Forward reaction prediction with 1.9M reactions from USPTO patents (1976-2016). (1) Given the reactants [C:1]([O:5][C:6](=[O:20])[NH:7][CH2:8][CH2:9][N:10]1[C:18]2[C:17](Cl)=[N:16][CH:15]=[N:14][C:13]=2[CH:12]=[CH:11]1)([CH3:4])([CH3:3])[CH3:2].[Cl:21][C:22]1[CH:23]=[C:24]([CH:26]=[CH:27][C:28]=1[O:29][C:30]1[CH:35]=[CH:34][CH:33]=[C:32]([C:36]([F:39])([F:38])[F:37])[CH:31]=1)[NH2:25].C(=O)([O-])O.[Na+], predict the reaction product. The product is: [Cl:21][C:22]1[CH:23]=[C:24]([NH:25][C:17]2[C:18]3[N:10]([CH2:9][CH2:8][NH:7][C:6](=[O:20])[O:5][C:1]([CH3:4])([CH3:3])[CH3:2])[CH:11]=[CH:12][C:13]=3[N:14]=[CH:15][N:16]=2)[CH:26]=[CH:27][C:28]=1[O:29][C:30]1[CH:35]=[CH:34][CH:33]=[C:32]([C:36]([F:38])([F:39])[F:37])[CH:31]=1. (2) Given the reactants Br[C:2]1[CH:3]=[C:4]([NH:8][S:9]([CH3:12])(=[O:11])=[O:10])[CH:5]=[CH:6][CH:7]=1.C1(CNCC2CCCCC2)CCCCC1.[F:28][C:29]1[CH:50]=[CH:49][C:32]([NH:33][C:34]2[CH:46]=[C:45]([CH:47]=[CH2:48])[CH:44]=[CH:43][C:35]=2[C:36]([O:38][C:39]([CH3:42])([CH3:41])[CH3:40])=[O:37])=[CH:31][CH:30]=1.F[B-](F)(F)F.C(P(C(C)(C)C)C(C)(C)C)(C)(C)C.C(O)(=O)CC(CC(O)=O)(C(O)=O)O, predict the reaction product. The product is: [F:28][C:29]1[CH:50]=[CH:49][C:32]([NH:33][C:34]2[CH:46]=[C:45](/[CH:47]=[CH:48]/[C:2]3[CH:7]=[CH:6][CH:5]=[C:4]([NH:8][S:9]([CH3:12])(=[O:11])=[O:10])[CH:3]=3)[CH:44]=[CH:43][C:35]=2[C:36]([O:38][C:39]([CH3:42])([CH3:40])[CH3:41])=[O:37])=[CH:31][CH:30]=1. (3) Given the reactants [OH:1][C:2]1([C:31](OC)=[O:32])[CH2:7][CH2:6][CH:5]([N:8]2[C:16]([NH:17][C:18]3[C:23]([F:24])=[CH:22][C:21]([F:25])=[CH:20][C:19]=3[F:26])=[N:15][C:14]3[C:9]2=[N:10][C:11]([NH:27][CH:28]([CH3:30])[CH3:29])=[N:12][CH:13]=3)[CH2:4][CH2:3]1.[BH4-].[Na+], predict the reaction product. The product is: [OH:32][CH2:31][C:2]1([OH:1])[CH2:3][CH2:4][CH:5]([N:8]2[C:16]([NH:17][C:18]3[C:19]([F:26])=[CH:20][C:21]([F:25])=[CH:22][C:23]=3[F:24])=[N:15][C:14]3[C:9]2=[N:10][C:11]([NH:27][CH:28]([CH3:29])[CH3:30])=[N:12][CH:13]=3)[CH2:6][CH2:7]1. (4) Given the reactants [NH:1]1[C:9]2[C:4](=[N:5][CH:6]=[CH:7][CH:8]=2)[C:3]([C:10]2[CH2:11][CH2:12][N:13]([C:16]([O:18][C:19]([CH3:22])([CH3:21])[CH3:20])=[O:17])[CH2:14][CH:15]=2)=[CH:2]1.CN(C)C=O.C[Si]([N-][Si](C)(C)C)(C)C.[Na+].[CH3:38][O:39][CH:40]1[CH2:44][CH2:43][N:42]([C:45]2[CH:46]=[C:47]([S:51](Cl)(=[O:53])=[O:52])[CH:48]=[CH:49][CH:50]=2)[CH2:41]1, predict the reaction product. The product is: [CH3:38][O:39][CH:40]1[CH2:44][CH2:43][N:42]([C:45]2[CH:46]=[C:47]([S:51]([N:1]3[C:9]4[C:4](=[N:5][CH:6]=[CH:7][CH:8]=4)[C:3]([C:10]4[CH2:11][CH2:12][N:13]([C:16]([O:18][C:19]([CH3:22])([CH3:21])[CH3:20])=[O:17])[CH2:14][CH:15]=4)=[CH:2]3)(=[O:53])=[O:52])[CH:48]=[CH:49][CH:50]=2)[CH2:41]1.